From a dataset of Full USPTO retrosynthesis dataset with 1.9M reactions from patents (1976-2016). Predict the reactants needed to synthesize the given product. (1) Given the product [C:22]([C:2]1[C:10]2[C:5](=[N:6][N:7]=[CH:8][CH:9]=2)[N:4]([CH2:11][C:12]([OH:14])=[O:13])[N:3]=1)(=[O:23])[NH2:20], predict the reactants needed to synthesize it. The reactants are: I[C:2]1[C:10]2[C:5](=[N:6][N:7]=[CH:8][CH:9]=2)[N:4]([CH2:11][C:12]([O:14]C)=[O:13])[N:3]=1.C(Cl)Cl.C[N:20]([CH:22]=[O:23])C. (2) Given the product [O:3]1[C:8]2=[CH:9][CH:10]=[CH:11][C:7]2=[CH:6][C:5]([CH:12]2[CH2:17][CH2:16][CH2:15][CH2:14][N:13]2[CH2:18][CH2:19][C@H:20]2[CH2:21][CH2:22][C@H:23]([NH:26][C:29](=[O:30])[C:28]([CH3:33])([CH3:32])[CH3:27])[CH2:24][CH2:25]2)=[CH:4]1, predict the reactants needed to synthesize it. The reactants are: Cl.Cl.[O:3]1[C:8]2=[CH:9][CH:10]=[CH:11][C:7]2=[CH:6][C:5]([CH:12]2[CH2:17][CH2:16][CH2:15][CH2:14][N:13]2[CH2:18][CH2:19][C@H:20]2[CH2:25][CH2:24][C@H:23]([NH2:26])[CH2:22][CH2:21]2)=[CH:4]1.[CH3:27][C:28]([CH3:33])([CH3:32])[C:29](O)=[O:30]. (3) Given the product [Cl:1][C:2]1[C:10]([Cl:11])=[CH:9][CH:8]=[CH:7][C:3]=1[C:4]([NH:21][CH2:20][CH:19]([N:22]1[CH2:23][CH2:24][C:25]([F:29])([F:28])[CH2:26][CH2:27]1)[C:16]1[CH:17]=[CH:18][C:13]([F:12])=[CH:14][CH:15]=1)=[O:6], predict the reactants needed to synthesize it. The reactants are: [Cl:1][C:2]1[C:10]([Cl:11])=[CH:9][CH:8]=[CH:7][C:3]=1[C:4]([OH:6])=O.[F:12][C:13]1[CH:18]=[CH:17][C:16]([CH:19]([N:22]2[CH2:27][CH2:26][C:25]([F:29])([F:28])[CH2:24][CH2:23]2)[CH2:20][NH2:21])=[CH:15][CH:14]=1. (4) Given the product [Br:1][C:2]1[CH:14]=[CH:13][CH:12]=[C:11]([Br:15])[C:3]=1[CH2:4][N:5]([CH2:19][C:18]1[C:21]([CH3:26])=[CH:22][C:23]([CH3:25])=[CH:24][C:17]=1[CH3:16])[CH2:6][C:7]([O:9][CH3:10])=[O:8], predict the reactants needed to synthesize it. The reactants are: [Br:1][C:2]1[CH:14]=[CH:13][CH:12]=[C:11]([Br:15])[C:3]=1[CH2:4][NH:5][CH2:6][C:7]([O:9][CH3:10])=[O:8].[CH3:16][C:17]1[CH:24]=[C:23]([CH3:25])[CH:22]=[C:21]([CH3:26])[C:18]=1[CH2:19]Br.C([O-])([O-])=O.[K+].[K+]. (5) Given the product [F:1][C:2]1[CH:3]=[C:4]([CH:34]=[CH:35][C:36]=1[O:37][CH2:39][CH2:40][N:42]1[CH2:47][CH2:46][O:45][CH2:44][CH2:43]1)[CH2:5][CH2:7][NH:8][C:9]1[CH:14]=[C:13]([O:15][CH3:16])[CH:12]=[CH:11][C:10]=1[CH:17]1[CH2:18][CH2:19][C:24]2[CH:23]=[C:22]([OH:27])[CH:21]=[CH:20][C:25]=2[CH2:26]1, predict the reactants needed to synthesize it. The reactants are: [F:1][C:2]1[CH:3]=[C:4]([CH:34]=[CH:35][C:36]=1[OH:37])[C:5]([CH2:7][NH:8][C:9]1[CH:14]=[C:13]([O:15][CH3:16])[CH:12]=[CH:11][C:10]=1[CH:17]1[CH2:26][CH2:25][C:24]2[CH:23]=[C:22]([O:27]C(=O)C(C)(C)C)[CH:21]=[CH:20][C:19]=2[CH2:18]1)=O.Cl[CH2:39][C:40]([N:42]1[CH2:47][CH2:46][O:45][CH2:44][CH2:43]1)=O. (6) Given the product [CH2:12]([O:14][C:15](=[O:35])[CH:16]=[C:17]([C:2]1[CH:3]=[C:4]2[C:8](=[C:9]([F:11])[CH:10]=1)[NH:7][CH:6]=[CH:5]2)[C:18]1[CH:23]=[CH:22][CH:21]=[CH:20][CH:19]=1)[CH3:13], predict the reactants needed to synthesize it. The reactants are: Br[C:2]1[CH:3]=[C:4]2[C:8](=[C:9]([F:11])[CH:10]=1)[NH:7][CH:6]=[CH:5]2.[CH2:12]([O:14][C:15](=[O:35])[CH:16]=[C:17](C1C=CC(OC)=C2C=1C=CN2)[C:18]1[CH:23]=[CH:22][CH:21]=[CH:20][CH:19]=1)[CH3:13]. (7) The reactants are: [CH3:1][O:2][C:3]([C:5]1[CH:14]=[CH:13][C:12]2[C:7](=[CH:8][CH:9]=[C:10]([C:15]([CH2:18][CH3:19])=[CH:16][CH3:17])[CH:11]=2)[CH:6]=1)=[O:4].[C:20]1([CH3:27])[C:25]([OH:26])=[CH:24][CH:23]=[CH:22][CH:21]=1.B(F)(F)F.O(CC)CC. Given the product [CH3:1][O:2][C:3]([C:5]1[CH:14]=[CH:13][C:12]2[C:7](=[CH:8][CH:9]=[C:10]([C:15]([CH2:18][CH3:19])([C:22]3[CH:23]=[CH:24][C:25]([OH:26])=[C:20]([CH3:27])[CH:21]=3)[CH2:16][CH3:17])[CH:11]=2)[CH:6]=1)=[O:4], predict the reactants needed to synthesize it. (8) Given the product [NH2:12][C:10]1[C:9]2[N:8]([CH2:15][CH2:16][CH2:17][NH2:18])[C:7](=[O:29])[C:6]3=[C:30]([CH3:33])[NH:31][N:32]=[C:5]3[C:4]=2[CH:3]=[C:2]([Cl:1])[CH:11]=1, predict the reactants needed to synthesize it. The reactants are: [Cl:1][C:2]1[CH:11]=[C:10]([N+:12]([O-])=O)[C:9]2[N:8]([CH2:15][CH2:16][CH2:17][N:18]3C(=O)C4C(=CC=CC=4)C3=O)[C:7](=[O:29])[C:6]3=[C:30]([CH3:33])[NH:31][N:32]=[C:5]3[C:4]=2[CH:3]=1.NCCCN1C2C([N+]([O-])=O)=CC(Cl)=CC=2C2=NNC(C)=C2C1=O.